Dataset: Full USPTO retrosynthesis dataset with 1.9M reactions from patents (1976-2016). Task: Predict the reactants needed to synthesize the given product. Given the product [C:1]([O:5][C:6]([N:8]1[CH2:13][CH2:12][N:11]([C:17]2[C:18]3[S:23][CH2:22][CH2:21][C:19]=3[N:20]=[C:15]([Cl:14])[N:16]=2)[CH2:10][CH2:9]1)=[O:7])([CH3:4])([CH3:2])[CH3:3], predict the reactants needed to synthesize it. The reactants are: [C:1]([O:5][C:6]([N:8]1[CH2:13][CH2:12][NH:11][CH2:10][CH2:9]1)=[O:7])([CH3:4])([CH3:3])[CH3:2].[Cl:14][C:15]1[N:16]=[C:17](Cl)[C:18]2[S:23][CH2:22][CH2:21][C:19]=2[N:20]=1.